Dataset: Catalyst prediction with 721,799 reactions and 888 catalyst types from USPTO. Task: Predict which catalyst facilitates the given reaction. (1) Reactant: Br[C:2]1[CH:3]=[C:4]2[C:15]3([N:20]=[C:19]([NH2:21])[CH:18]([CH:22]4[CH2:27][CH2:26][CH2:25][CH2:24][CH2:23]4)[O:17][CH2:16]3)[C:14]3[CH:13]=[C:12]([Cl:28])[N:11]=[CH:10][C:9]=3[O:8][C:5]2=[CH:6][CH:7]=1.C(=O)([O-])[O-].[Na+].[Na+].O1CCOCC1.[F:41][C:42]1[C:47](B(O)O)=[CH:46][CH:45]=[CH:44][N:43]=1. Product: [Cl:28][C:12]1[N:11]=[CH:10][C:9]2[O:8][C:5]3[C:4]([C:15]4([N:20]=[C:19]([NH2:21])[CH:18]([CH:22]5[CH2:27][CH2:26][CH2:25][CH2:24][CH2:23]5)[O:17][CH2:16]4)[C:14]=2[CH:13]=1)=[CH:3][C:2]([C:47]1[C:42]([F:41])=[N:43][CH:44]=[CH:45][CH:46]=1)=[CH:7][CH:6]=3. The catalyst class is: 103. (2) Reactant: [CH3:1][O:2][C:3]1[CH:9]=[CH:8][C:6]([NH2:7])=[C:5]([CH3:10])[CH:4]=1.C(O[CH:14]=[C:15]([C:21]([O:23][CH2:24][CH3:25])=[O:22])[C:16]([O:18][CH2:19][CH3:20])=[O:17])C. Product: [CH3:1][O:2][C:3]1[CH:9]=[CH:8][C:6]([NH:7][CH:14]=[C:15]([C:16]([O:18][CH2:19][CH3:20])=[O:17])[C:21]([O:23][CH2:24][CH3:25])=[O:22])=[C:5]([CH3:10])[CH:4]=1. The catalyst class is: 11. (3) Reactant: [Br:1][C:2]1[CH:3]=[C:4]([NH:9][S:10]([C:13]2[CH:18]=[CH:17][C:16]([F:19])=[CH:15][C:14]=2[F:20])(=[O:12])=[O:11])[C:5]([CH3:8])=[N:6][CH:7]=1.C1C=C(Cl)C=C(C(OO)=[O:29])C=1. Product: [Br:1][C:2]1[CH:3]=[C:4]([NH:9][S:10]([C:13]2[CH:18]=[CH:17][C:16]([F:19])=[CH:15][C:14]=2[F:20])(=[O:11])=[O:12])[C:5]([CH3:8])=[N+:6]([O-:29])[CH:7]=1. The catalyst class is: 2. (4) Reactant: [NH2:1][CH2:2][C@H:3]1[O:11][C@H:10]2[C@H:6]([N:7]=[C:8]([CH2:12][CH2:13][NH:14][C:15](=[O:21])[O:16][C:17]([CH3:20])([CH3:19])[CH3:18])[S:9]2)[C@@H:5]([OH:22])[C@@H:4]1[OH:23].[CH:24](=O)[C:25]1[CH:30]=[CH:29][CH:28]=[CH:27][CH:26]=1.C([BH3-])#N.[Na+]. Product: [CH2:24]([NH:1][CH2:2][C@H:3]1[O:11][C@H:10]2[C@H:6]([N:7]=[C:8]([CH2:12][CH2:13][NH:14][C:15](=[O:21])[O:16][C:17]([CH3:20])([CH3:18])[CH3:19])[S:9]2)[C@@H:5]([OH:22])[C@@H:4]1[OH:23])[C:25]1[CH:30]=[CH:29][CH:28]=[CH:27][CH:26]=1. The catalyst class is: 3. (5) Reactant: [C:1]([C:3]1[CH:8]=[CH:7][C:6]([CH2:9][C:10]([O:12][CH3:13])=[O:11])=[C:5]([N+:14]([O-])=O)[CH:4]=1)#[N:2].S([O-])([O-])(=O)=O.[Mg+2]. Product: [NH2:14][C:5]1[CH:4]=[C:3]([C:1]#[N:2])[CH:8]=[CH:7][C:6]=1[CH2:9][C:10]([O:12][CH3:13])=[O:11]. The catalyst class is: 787. (6) Reactant: [CH3:1][NH:2][C:3]1[CH:4]=[C:5]([CH:8]=[CH:9][C:10]=1[N+:11]([O-:13])=[O:12])[C:6]#[N:7].[BH4-].C1COCC1.CO.[C:22]([O:26][C:27](ON=C(C1C=CC=CC=1)C#N)=[O:28])([CH3:25])([CH3:24])[CH3:23]. Product: [CH3:1][NH:2][C:3]1[CH:4]=[C:5]([CH2:6][NH:7][C:27](=[O:28])[O:26][C:22]([CH3:25])([CH3:24])[CH3:23])[CH:8]=[CH:9][C:10]=1[N+:11]([O-:13])=[O:12]. The catalyst class is: 12.